Dataset: Reaction yield outcomes from USPTO patents with 853,638 reactions. Task: Predict the reaction yield, written as a fraction of the theoretical maximum amount of product (1.0 means a 100% yield; for example, 0.34 means a 34% yield). (1) The yield is 0.960. The product is [F:1][C:2]1[CH:28]=[C:27]([S:29]([CH3:32])(=[O:31])=[O:30])[C:26]([F:33])=[CH:25][C:3]=1[O:4][C@H:5]1[CH2:10][CH2:9][CH2:8][N:7]([CH:11]2[CH2:16][CH2:15][NH:14][CH2:13][CH2:12]2)[C:6]1=[O:24]. The reactants are [F:1][C:2]1[CH:28]=[C:27]([S:29]([CH3:32])(=[O:31])=[O:30])[C:26]([F:33])=[CH:25][C:3]=1[O:4][C@H:5]1[CH2:10][CH2:9][CH2:8][N:7]([CH:11]2[CH2:16][CH2:15][N:14](C(OC(C)(C)C)=O)[CH2:13][CH2:12]2)[C:6]1=[O:24].Cl.CC(O)C. The catalyst is CO. (2) The reactants are [CH2:1]([NH:3][NH:4][C:5](=[NH:12])[C:6]1[CH:11]=[CH:10][CH:9]=[N:8][CH:7]=1)[CH3:2].C1N=CN([C:18](N2C=NC=C2)=[O:19])C=1. The catalyst is CN(C=O)C. The product is [CH2:1]([N:3]1[C:18]([OH:19])=[N:12][C:5]([C:6]2[CH:7]=[N:8][CH:9]=[CH:10][CH:11]=2)=[N:4]1)[CH3:2]. The yield is 0.350. (3) The reactants are [CH3:1][C:2]1([CH3:24])[C:6]([C:7]2[CH:12]=[C:11]([C:13]([OH:15])=[O:14])[CH:10]=[CH:9][C:8]=2[C:16]2[CH:21]=[C:20]([OH:22])[CH:19]=[CH:18][C:17]=2[F:23])=[CH:5][CH2:4][CH2:3]1.S(=O)(=O)(O)O.[CH3:30]O. No catalyst specified. The product is [CH3:1][C:2]1([CH3:24])[C:6]([C:7]2[CH:12]=[C:11]([C:13]([O:15][CH3:30])=[O:14])[CH:10]=[CH:9][C:8]=2[C:16]2[CH:21]=[C:20]([OH:22])[CH:19]=[CH:18][C:17]=2[F:23])=[CH:5][CH2:4][CH2:3]1. The yield is 0.980. (4) The yield is 0.595. The product is [Br:1][C:2]1[CH:7]=[C:6]([O:10][CH3:9])[CH:5]=[N:4][CH:3]=1. The catalyst is CO.[Cu]. The reactants are [Br:1][C:2]1[CH:3]=[N:4][CH:5]=[C:6](Br)[CH:7]=1.[CH3:9][O-:10].[Na+].